Dataset: Reaction yield outcomes from USPTO patents with 853,638 reactions. Task: Predict the reaction yield, written as a fraction of the theoretical maximum amount of product (1.0 means a 100% yield; for example, 0.34 means a 34% yield). (1) The reactants are [CH3:1][N:2]([CH3:32])[C:3]([C:5]1[N:26]([CH:27]2[CH2:31][CH2:30][CH2:29][CH2:28]2)[C:8]2[N:9]=[C:10]([NH:13][C:14]3[CH:19]=[CH:18][C:17]([N:20]4[CH2:25][CH2:24][NH:23][CH2:22][CH2:21]4)=[CH:16][N:15]=3)[N:11]=[CH:12][C:7]=2[CH:6]=1)=[O:4].Br[CH2:34][CH:35]([CH3:38])[CH2:36][CH3:37]. No catalyst specified. The product is [CH3:1][N:2]([CH3:32])[C:3]([C:5]1[N:26]([CH:27]2[CH2:31][CH2:30][CH2:29][CH2:28]2)[C:8]2[N:9]=[C:10]([NH:13][C:14]3[CH:19]=[CH:18][C:17]([N:20]4[CH2:21][CH2:22][N:23]([CH2:34][CH:35]([CH3:38])[CH2:36][CH3:37])[CH2:24][CH2:25]4)=[CH:16][N:15]=3)[N:11]=[CH:12][C:7]=2[CH:6]=1)=[O:4]. The yield is 0.420. (2) The catalyst is C1COCC1. The product is [CH3:26][S:1][C:2]1[C@H:8]([NH:9][C:10](=[O:19])[O:11][CH2:12][C:13]2[CH:14]=[CH:15][CH:16]=[CH:17][CH:18]=2)[CH2:7][CH2:6][C:5]2[CH:20]=[CH:21][CH:22]=[CH:23][C:4]=2[N:3]=1. The reactants are [S:1]=[C:2]1[C@H:8]([NH:9][C:10](=[O:19])[O:11][CH2:12][C:13]2[CH:18]=[CH:17][CH:16]=[CH:15][CH:14]=2)[CH2:7][CH2:6][C:5]2[CH:20]=[CH:21][CH:22]=[CH:23][C:4]=2[NH:3]1.[H-].[Na+].[CH3:26]I. The yield is 0.960. (3) The reactants are Br[C:2]1[CH:3]=[C:4]([NH2:8])[CH:5]=[N:6][CH:7]=1.[C:9]1(C)[CH:14]=[CH:13][CH:12]=[CH:11][CH:10]=1.C(=O)([O-])[O-].[Na+].[Na+].C1(B(O)O)C=CC=CC=1. The catalyst is C(O)C.C1C=CC([P]([Pd]([P](C2C=CC=CC=2)(C2C=CC=CC=2)C2C=CC=CC=2)([P](C2C=CC=CC=2)(C2C=CC=CC=2)C2C=CC=CC=2)[P](C2C=CC=CC=2)(C2C=CC=CC=2)C2C=CC=CC=2)(C2C=CC=CC=2)C2C=CC=CC=2)=CC=1. The product is [C:9]1([C:2]2[CH:3]=[C:4]([NH2:8])[CH:5]=[N:6][CH:7]=2)[CH:14]=[CH:13][CH:12]=[CH:11][CH:10]=1. The yield is 0.130. (4) The reactants are Cl[C:2]1[N:7]=[CH:6][C:5]2[C:8]([N:14]3[CH2:20][CH:19]4[O:21][CH:16]([CH2:17][CH2:18]4)[CH2:15]3)=[N:9][N:10]([CH:11]([CH3:13])[CH3:12])[C:4]=2[CH:3]=1.[CH:22]1([S:25]([N:28]2[CH:32]=[C:31]([C:33]3[N:38]=[C:37]([NH2:39])[CH:36]=[CH:35][N:34]=3)[CH:30]=[N:29]2)(=[O:27])=[O:26])[CH2:24][CH2:23]1.C1(P(C2C=CC=CC=2)C2C3OC4C(=CC=CC=4P(C4C=CC=CC=4)C4C=CC=CC=4)C(C)(C)C=3C=CC=2)C=CC=CC=1.C(=O)([O-])[O-].[Cs+].[Cs+]. The catalyst is O1CCOCC1.C1C=CC(/C=C/C(/C=C/C2C=CC=CC=2)=O)=CC=1.C1C=CC(/C=C/C(/C=C/C2C=CC=CC=2)=O)=CC=1.C1C=CC(/C=C/C(/C=C/C2C=CC=CC=2)=O)=CC=1.[Pd].[Pd]. The product is [CH:16]12[O:21][CH:19]([CH2:18][CH2:17]1)[CH2:20][N:14]([C:8]1[C:5]3[CH:6]=[N:7][C:2]([NH:39][C:37]4[CH:36]=[CH:35][N:34]=[C:33]([C:31]5[CH:30]=[N:29][N:28]([S:25]([CH:22]6[CH2:24][CH2:23]6)(=[O:27])=[O:26])[CH:32]=5)[N:38]=4)=[CH:3][C:4]=3[N:10]([CH:11]([CH3:13])[CH3:12])[N:9]=1)[CH2:15]2. The yield is 0.0900.